The task is: Predict the reactants needed to synthesize the given product.. This data is from Full USPTO retrosynthesis dataset with 1.9M reactions from patents (1976-2016). (1) Given the product [CH3:21][CH:8]1[CH2:7][N:6]([C:9]([O:11][C:12]([CH3:15])([CH3:14])[CH3:13])=[O:10])[CH2:5][CH2:4][CH:3]([C:16]([O:18][CH2:19][CH3:20])=[O:17])[C:2]1=[O:1], predict the reactants needed to synthesize it. The reactants are: [O:1]=[C:2]1[CH2:8][CH2:7][N:6]([C:9]([O:11][C:12]([CH3:15])([CH3:14])[CH3:13])=[O:10])[CH2:5][CH2:4][CH:3]1[C:16]([O:18][CH2:19][CH3:20])=[O:17].[CH3:21]C1C(=O)CCN(C(OC(C)(C)C)=O)C1. (2) Given the product [CH:1]1([C:4]2[CH:5]=[C:6]([OH:17])[CH:7]=[C:8]3[C:13]=2[C:12](=[O:14])[CH2:11][CH2:10][CH2:9]3)[CH2:2][CH2:3]1, predict the reactants needed to synthesize it. The reactants are: [CH:1]1([C:4]2[CH:5]=[C:6]([O:17]C)[CH:7]=[C:8]3[C:13]=2[C:12](=[O:14])[CH2:11][CH2:10][C:9]3(C)C)[CH2:3][CH2:2]1.[C-]#N.[Na+].C#N.Cl. (3) Given the product [CH3:1][O:2][C:3](=[O:18])[CH:4]([N:9]([CH2:11][C:12]1[CH:17]=[CH:16][CH:15]=[CH:14][CH:13]=1)[CH3:10])[C:5]([NH:20][CH3:19])=[O:6], predict the reactants needed to synthesize it. The reactants are: [CH3:1][O:2][C:3](=[O:18])[CH:4]([N:9]([CH2:11][C:12]1[CH:17]=[CH:16][CH:15]=[CH:14][CH:13]=1)[CH3:10])[C:5](OC)=[O:6].[CH3:19][NH2:20].CO. (4) Given the product [CH2:22]([O:21][C:19]([NH:1][C:2]1[CH:3]=[C:4]([CH:8]=[CH:9][C:10]=1[F:11])[C:5]([OH:7])=[O:6])=[O:20])[C:23]1[CH:28]=[CH:27][CH:26]=[CH:25][CH:24]=1, predict the reactants needed to synthesize it. The reactants are: [NH2:1][C:2]1[CH:3]=[C:4]([CH:8]=[CH:9][C:10]=1[F:11])[C:5]([OH:7])=[O:6].C(=O)([O-])[O-].[Cs+].[Cs+].Cl[C:19]([O:21][CH2:22][C:23]1[CH:28]=[CH:27][CH:26]=[CH:25][CH:24]=1)=[O:20]. (5) Given the product [NH2:1][C:4]1[CH:13]=[C:12]2[C:7]([C:8]([OH:14])=[N:9][CH:10]=[N:11]2)=[CH:6][CH:5]=1, predict the reactants needed to synthesize it. The reactants are: [N+:1]([C:4]1[CH:13]=[C:12]2[C:7]([C:8]([OH:14])=[N:9][CH:10]=[N:11]2)=[CH:6][CH:5]=1)([O-])=O. (6) Given the product [NH2:23][C:24]1[CH:31]=[CH:30][C:29]([C:2]2[CH:3]=[C:4]([C:12]([F:15])([F:14])[F:13])[C:5]3[C:6](=[N:8][N:9]([CH3:11])[CH:10]=3)[N:7]=2)=[CH:28][C:25]=1[C:26]#[N:27], predict the reactants needed to synthesize it. The reactants are: Cl[C:2]1[CH:3]=[C:4]([C:12]([F:15])([F:14])[F:13])[C:5]2[C:6](=[N:8][N:9]([CH3:11])[CH:10]=2)[N:7]=1.COCCOC.O.[NH2:23][C:24]1[CH:31]=[CH:30][C:29](B2OC(C)(C)C(C)(C)O2)=[CH:28][C:25]=1[C:26]#[N:27].O.O.P([O-])([O-])([O-])=O.[K+].[K+].[K+]. (7) Given the product [C:23]([NH:22][CH:16]1[CH2:17][CH2:18][CH2:19][CH2:20][CH2:21]1)([NH:24][CH:25]1[CH2:30][CH2:29][CH2:28][CH2:27][CH2:26]1)=[O:6], predict the reactants needed to synthesize it. The reactants are: N(CC[O:6]CCOCCOCCN)=[N+]=[N-].[CH:16]1([N:22]=[C:23]=[N:24][CH:25]2[CH2:30][CH2:29][CH2:28][CH2:27][CH2:26]2)[CH2:21][CH2:20][CH2:19][CH2:18][CH2:17]1.C(O)(=O)CC[C@H](NC(C1C=CC(NCC2N=C3C(N=C(NC3=O)N)=NC=2)=CC=1)=O)C(O)=O. (8) Given the product [CH:1]([N:4]1[C:8](=[O:9])/[C:7](=[CH:10]/[C:11]2[O:15][C:14]([S:16][C:17]3[N:21]([CH2:22][CH2:23][CH2:24][NH:25][C:26](=[O:40])[CH2:27][N:28]([CH2:37][C:38]#[CH:39])[C:29](=[O:36])[CH2:30][CH2:31][CH2:32][CH3:35])[C:20]4[CH:41]=[CH:42][CH:43]=[CH:44][C:19]=4[N:18]=3)=[CH:13][CH:12]=2)/[S:6][C:5]1=[O:45])([CH3:2])[CH3:3], predict the reactants needed to synthesize it. The reactants are: [CH:1]([N:4]1[C:8](=[O:9])/[C:7](=[CH:10]/[C:11]2[O:15][C:14]([S:16][C:17]3[N:21]([CH2:22][CH2:23][CH2:24][NH:25][C:26](=[O:40])[CH2:27][N:28]([CH2:37][C:38]#[CH:39])[C:29](=[O:36])[CH2:30][CH2:31][C:32]4([CH3:35])N=N4)[C:20]4[CH:41]=[CH:42][CH:43]=[CH:44][C:19]=4[N:18]=3)=[CH:13][CH:12]=2)/[S:6][C:5]1=[O:45])([CH3:3])[CH3:2].C(O)(=O)CCCC.